Dataset: Catalyst prediction with 721,799 reactions and 888 catalyst types from USPTO. Task: Predict which catalyst facilitates the given reaction. Reactant: [N:1]1[CH:6]=[CH:5][C:4]([N:7]2[CH2:24][CH2:23][C:10]3([CH2:15][CH2:14][N:13](C(OC(C)(C)C)=O)[CH2:12][CH2:11]3)[CH2:9][CH2:8]2)=[CH:3][CH:2]=1.C(O)(C(F)(F)F)=O. Product: [N:1]1[CH:2]=[CH:3][C:4]([N:7]2[CH2:24][CH2:23][C:10]3([CH2:15][CH2:14][NH:13][CH2:12][CH2:11]3)[CH2:9][CH2:8]2)=[CH:5][CH:6]=1. The catalyst class is: 2.